This data is from Forward reaction prediction with 1.9M reactions from USPTO patents (1976-2016). The task is: Predict the product of the given reaction. (1) Given the reactants [Cl:1][C:2]1[CH:7]=[C:6]([C:8]2[N:13]=[N:12][C:11](SC)=[N:10][CH:9]=2)[CH:5]=[C:4]([Cl:16])[C:3]=1[OH:17].[CH3:18][O:19][CH:20]([O:29][CH3:30])[C:21]1[CH:26]=[CH:25][C:24]([CH2:27][OH:28])=[CH:23][CH:22]=1.CC(C)([O-])C.[K+].P([O-])([O-])([O-])=O, predict the reaction product. The product is: [Cl:1][C:2]1[CH:7]=[C:6]([C:8]2[N:13]=[N:12][C:11]([O:28][CH2:27][C:24]3[CH:23]=[CH:22][C:21]([CH:20]([O:19][CH3:18])[O:29][CH3:30])=[CH:26][CH:25]=3)=[N:10][CH:9]=2)[CH:5]=[C:4]([Cl:16])[C:3]=1[OH:17]. (2) Given the reactants [F:1][C:2]1[CH:22]=[C:21]([O:23][CH3:24])[CH:20]=[C:19]([F:25])[C:3]=1[CH2:4][CH:5]1[C:9]2=[N:10][C:11]3[CH:16]=[C:15]([F:17])[CH:14]=[CH:13][C:12]=3[N:8]2[C:7](=[O:18])[NH:6]1.FC1C=C(OC)C=C(F)C=1CC1C2=NC3C=CC(F)=CC=3N2C(=O)N1.Cl.[NH2:52][C:53]12[CH2:60][CH2:59][C:56]([OH:61])([CH2:57][CH2:58]1)[CH2:55][CH2:54]2, predict the reaction product. The product is: [F:1][C:2]1[CH:22]=[C:21]([O:23][CH3:24])[CH:20]=[C:19]([F:25])[C:3]=1[CH2:4][CH:5]([NH:6][C:7]([NH:52][C:53]12[CH2:60][CH2:59][C:56]([OH:61])([CH2:57][CH2:58]1)[CH2:55][CH2:54]2)=[O:18])[C:9]1[NH:10][C:11]2[CH:16]=[C:15]([F:17])[CH:14]=[CH:13][C:12]=2[N:8]=1. (3) Given the reactants Cl.[Br:2][C:3]1[N:8]=[CH:7][C:6]([C@H:9]([NH2:11])[CH3:10])=[CH:5][CH:4]=1.[C:12]([C:14]1[CH:48]=[CH:47][C:17]([CH2:18][C@@:19]2([CH3:46])[N:23]3[C:24]([C:27]([NH:29][C:30]4([C:33](O)=[O:34])[CH2:32][CH2:31]4)=[O:28])=[CH:25][N:26]=[C:22]3[N:21]([C:36]3[CH:41]=[C:40]([Cl:42])[C:39]([F:43])=[C:38]([Cl:44])[CH:37]=3)[C:20]2=[O:45])=[CH:16][CH:15]=1)#[N:13].C(N(C(C)C)CC)(C)C.CN(C(ON1N=NC2C=CC=NC1=2)=[N+](C)C)C.F[P-](F)(F)(F)(F)F, predict the reaction product. The product is: [Br:2][C:3]1[N:8]=[CH:7][C:6]([C@H:9]([NH:11][C:33]([C:30]2([NH:29][C:27]([C:24]3[N:23]4[C@@:19]([CH2:18][C:17]5[CH:16]=[CH:15][C:14]([C:12]#[N:13])=[CH:48][CH:47]=5)([CH3:46])[C:20](=[O:45])[N:21]([C:36]5[CH:41]=[C:40]([Cl:42])[C:39]([F:43])=[C:38]([Cl:44])[CH:37]=5)[C:22]4=[N:26][CH:25]=3)=[O:28])[CH2:32][CH2:31]2)=[O:34])[CH3:10])=[CH:5][CH:4]=1. (4) Given the reactants [CH3:1][O:2][C:3]1[CH:8]=[CH:7][C:6]([NH:9][C:10]2[C:15]([NH2:16])=[CH:14][N:13]=[C:12]([NH:17][C:18]3[CH:19]=[N:20][N:21]([CH:23]4[CH2:28][CH2:27][N:26]([CH3:29])[CH2:25][CH2:24]4)[CH:22]=3)[N:11]=2)=[CH:5][CH:4]=1.[CH:30](OCC)(OCC)OCC, predict the reaction product. The product is: [CH3:1][O:2][C:3]1[CH:8]=[CH:7][C:6]([N:9]2[CH:30]=[N:16][C:15]3[C:10]2=[N:11][C:12]([NH:17][C:18]2[CH:19]=[N:20][N:21]([CH:23]4[CH2:28][CH2:27][N:26]([CH3:29])[CH2:25][CH2:24]4)[CH:22]=2)=[N:13][CH:14]=3)=[CH:5][CH:4]=1. (5) Given the reactants C[O:2][C:3](=[O:32])[C@@H:4]([O:6][C:7]1[CH:16]=[CH:15][C:14]([F:17])=[C:13]2[C:8]=1[C:9]([CH3:31])=[C:10]([CH2:22][C:23]1[CH:28]=[CH:27][C:26]([Cl:29])=[CH:25][C:24]=1[Cl:30])[C:11]([O:18][CH:19]([F:21])[F:20])=[N:12]2)[CH3:5].CO.O.[OH-].[Li+], predict the reaction product. The product is: [Cl:30][C:24]1[CH:25]=[C:26]([Cl:29])[CH:27]=[CH:28][C:23]=1[CH2:22][C:10]1[C:11]([O:18][CH:19]([F:20])[F:21])=[N:12][C:13]2[C:8]([C:9]=1[CH3:31])=[C:7]([O:6][C@@H:4]([CH3:5])[C:3]([OH:32])=[O:2])[CH:16]=[CH:15][C:14]=2[F:17]. (6) Given the reactants [C:1]([N:4]([C:33]1[CH:38]=[CH:37][C:36]([Cl:39])=[CH:35][CH:34]=1)[C@H:5]1[C:14]2[C:9](=[CH:10][CH:11]=[CH:12][CH:13]=2)[N:8]([C:15]([C:17]2[CH:22]=[CH:21][C:20]([N:23]3[CH2:28][CH2:27][CH2:26][CH:25](C(O)=O)[CH2:24]3)=[CH:19][CH:18]=2)=[O:16])[C@@H:7]([CH3:32])[CH2:6]1)(=[O:3])[CH3:2].C1C=CC2N(O)N=NC=2C=1.C[N:51]([C:53]([O:57]N1N=NC2C=CC=NC1=2)=[N+](C)C)C.F[P-](F)(F)(F)(F)F.C(N(C(C)C)CC)(C)C.[Cl-].[NH4+], predict the reaction product. The product is: [C:1]([N:4]([C:33]1[CH:38]=[CH:37][C:36]([Cl:39])=[CH:35][CH:34]=1)[C@H:5]1[C:14]2[C:13](=[CH:12][CH:11]=[CH:10][CH:9]=2)[N:8]([C:15]([C:17]2[CH:22]=[CH:21][C:20]([N:23]3[CH2:28][CH2:27][CH2:26][CH:25]([C:53]([NH2:51])=[O:57])[CH2:24]3)=[CH:19][CH:18]=2)=[O:16])[C@@H:7]([CH3:32])[CH2:6]1)(=[O:3])[CH3:2]. (7) The product is: [Cl:1][C:2]1[CH:3]=[C:4]([CH:8]([CH:11]=[O:12])[C:9]#[N:10])[CH:5]=[CH:6][CH:7]=1. Given the reactants [Cl:1][C:2]1[CH:3]=[C:4]([CH2:8][C:9]#[N:10])[CH:5]=[CH:6][CH:7]=1.[CH:11](OCC)=[O:12], predict the reaction product. (8) Given the reactants C(O[CH:4](OCC)[CH2:5][NH:6][C:7]([C:9]1[CH:14]=[CH:13][CH:12]=[C:11]([Br:15])[CH:10]=1)=[NH:8])C, predict the reaction product. The product is: [Br:15][C:11]1[CH:10]=[C:9]([C:7]2[NH:8][CH:4]=[CH:5][N:6]=2)[CH:14]=[CH:13][CH:12]=1. (9) The product is: [CH2:1]([O:3][C:4]([CH2:6][N:7]1[C:16](=[O:17])[CH:15]2[CH:10]([CH:11]3[C:18](=[C:19]([C:26]4[CH:31]=[CH:30][CH:29]=[CH:28][N:27]=4)[C:20]4[CH:25]=[CH:24][CH:23]=[CH:22][CH:21]=4)[CH:14]2[C:13]([C:32]([OH:45])([C:39]2[CH:44]=[CH:43][CH:42]=[CH:41][N:40]=2)[C:33]2[CH:34]=[CH:35][CH:36]=[CH:37][CH:38]=2)=[CH:12]3)[C:8]1=[O:9])=[O:5])[CH:2]=[CH:59][C:60]1[CH:65]=[CH:64][CH:63]=[CH:62][CH:61]=1. Given the reactants [CH2:1]([O:3][C:4]([CH2:6][N:7]1[C:16](=[O:17])[CH:15]2[CH:10]([CH:11]3[C:18](=[C:19]([C:26]4[CH:31]=[CH:30][CH:29]=[CH:28][N:27]=4)[C:20]4[CH:25]=[CH:24][CH:23]=[CH:22][CH:21]=4)[CH:14]2[C:13]([C:32]([OH:45])([C:39]2[CH:44]=[CH:43][CH:42]=[CH:41][N:40]=2)[C:33]2[CH:38]=[CH:37][CH:36]=[CH:35][CH:34]=2)=[CH:12]3)[C:8]1=[O:9])=[O:5])[CH3:2].C(=O)([O-])[O-].[K+].[K+].ClCC(OCC=[CH:59][C:60]1[CH:65]=[CH:64][CH:63]=[CH:62][CH:61]=1)=O, predict the reaction product. (10) Given the reactants [N:1]1[CH:6]=[CH:5][CH:4]=[CH:3][C:2]=1[CH2:7][O:8][C:9]1[CH:18]=[C:17]([C:19]2[S:23][C:22]([CH2:24][OH:25])=[N:21][CH:20]=2)[C:16]2[CH2:15][CH2:14][CH2:13][CH2:12][C:11]=2[N:10]=1.C(Cl)Cl.C(Br)(Br)(Br)Br.[CH:34]1[CH:39]=CC(P(C2C=CC=CC=2)C2C=CC=CC=2)=C[CH:35]=1, predict the reaction product. The product is: [CH3:35][CH:34]([O:25][CH2:24][C:22]1[S:23][C:19]([C:17]2[C:16]3[CH2:15][CH2:14][CH2:13][CH2:12][C:11]=3[N:10]=[C:9]([O:8][CH2:7][C:2]3[CH:3]=[CH:4][CH:5]=[CH:6][N:1]=3)[CH:18]=2)=[CH:20][N:21]=1)[CH3:39].